This data is from Forward reaction prediction with 1.9M reactions from USPTO patents (1976-2016). The task is: Predict the product of the given reaction. (1) Given the reactants [C:1]([O:4][C@H:5]1[CH2:22][C@@H:21]([O:23][C:24](=[O:26])[CH3:25])[C@@:20]2([CH3:27])[C:7](=[CH:8][C:9](=[N:28][O:29][CH2:30][CH2:31][CH2:32]Cl)[C@@H:10]3[C@@H:19]2[CH2:18][CH2:17][C@@:15]2([CH3:16])[C@H:11]3[CH2:12][CH2:13][CH2:14]2)[CH2:6]1)(=[O:3])[CH3:2].[NH:34]1[CH:38]=[CH:37][N:36]=[CH:35]1, predict the reaction product. The product is: [C:1]([O:4][C@H:5]1[CH2:22][C@@H:21]([O:23][C:24](=[O:26])[CH3:25])[C@@:20]2([CH3:27])[C:7](=[CH:8][C:9](=[N:28][O:29][CH2:30][CH2:31][CH2:32][N:34]3[CH:38]=[CH:37][N:36]=[CH:35]3)[C@@H:10]3[C@@H:19]2[CH2:18][CH2:17][C@@:15]2([CH3:16])[C@H:11]3[CH2:12][CH2:13][CH2:14]2)[CH2:6]1)(=[O:3])[CH3:2]. (2) Given the reactants [Cl:1][C:2]1[CH:7]=[CH:6][C:5]([C:8]([F:11])([F:10])[F:9])=[CH:4][C:3]=1[N:12]1[CH2:17][CH2:16][N:15]([C:18]2[CH:22]=[C:21]([C:23]3[N:24]=[N:25][NH:26][N:27]=3)[O:20][N:19]=2)[CH2:14][CH2:13]1.C1COCC1.C(N(CC)CC)C.Br[CH2:41][C:42]([O:44][C:45]([CH3:48])([CH3:47])[CH3:46])=[O:43], predict the reaction product. The product is: [Cl:1][C:2]1[CH:7]=[CH:6][C:5]([C:8]([F:9])([F:11])[F:10])=[CH:4][C:3]=1[N:12]1[CH2:17][CH2:16][N:15]([C:18]2[CH:22]=[C:21]([C:23]3[N:24]=[N:25][N:26]([CH2:41][C:42]([O:44][C:45]([CH3:48])([CH3:47])[CH3:46])=[O:43])[N:27]=3)[O:20][N:19]=2)[CH2:14][CH2:13]1. (3) Given the reactants [Br:1][CH2:2][CH2:3][C:4]1[CH:9]=[CH:8][C:7]([N:10]2[C:14]3[CH:15]=[CH:16][C:17]([OH:19])=[CH:18][C:13]=3[N:12]=[C:11]2[CH2:20][CH3:21])=[CH:6][CH:5]=1.[Si:22](Cl)([C:25]([CH3:28])([CH3:27])[CH3:26])([CH3:24])[CH3:23].N1C=CN=C1.O, predict the reaction product. The product is: [Si:22]([O:19][C:17]1[CH:16]=[CH:15][C:14]2[N:10]([C:7]3[CH:6]=[CH:5][C:4]([CH2:3][CH2:2][Br:1])=[CH:9][CH:8]=3)[C:11]([CH2:20][CH3:21])=[N:12][C:13]=2[CH:18]=1)([C:25]([CH3:28])([CH3:27])[CH3:26])([CH3:24])[CH3:23].